Dataset: Full USPTO retrosynthesis dataset with 1.9M reactions from patents (1976-2016). Task: Predict the reactants needed to synthesize the given product. (1) Given the product [C:8]1([N:14]2[C:19](=[O:20])[C:18]3[S:21][CH:22]=[CH:23][C:17]=3[N:16]=[C:15]2[CH:24]([NH:27][C:28]2[N:36]=[CH:35][N:34]=[C:33]3[C:29]=2[N:30]=[CH:31][NH:32]3)[CH2:25][CH3:26])[CH:9]=[CH:10][CH:11]=[CH:12][CH:13]=1, predict the reactants needed to synthesize it. The reactants are: FC(F)(F)C(O)=O.[C:8]1([N:14]2[C:19](=[O:20])[C:18]3[S:21][CH:22]=[CH:23][C:17]=3[N:16]=[C:15]2[CH:24]([NH:27][C:28]2[N:36]=[CH:35][N:34]=[C:33]3[C:29]=2[N:30]=[CH:31][N:32]3C2CCCCO2)[CH2:25][CH3:26])[CH:13]=[CH:12][CH:11]=[CH:10][CH:9]=1.CCOC(C)=O. (2) Given the product [CH:27]1([CH2:30][N:10]2[CH2:9][CH2:8][C:14]3[CH:15]=[CH:16][C:17]([OH:19])=[CH:18][C:13]=3[CH2:12][CH2:11]2)[CH2:29][CH2:28]1, predict the reactants needed to synthesize it. The reactants are: FC(F)(F)C(O)=O.[CH2:8]1[C:14]2[CH:15]=[CH:16][C:17]([OH:19])=[CH:18][C:13]=2[CH2:12][CH2:11][NH:10][CH2:9]1.C(N(CC)CC)C.[CH:27]1([CH:30]=O)[CH2:29][CH2:28]1.C(O[BH-](OC(=O)C)OC(=O)C)(=O)C.[Na+]. (3) Given the product [CH3:1][C:2]1[C:7]([I:8])=[CH:6][CH:5]=[CH:4][C:3]=1[N:9]1[C:13](=[O:14])[N:12]([CH3:15])[N:11]=[N:10]1, predict the reactants needed to synthesize it. The reactants are: [CH3:1][C:2]1[C:7]([I:8])=[CH:6][CH:5]=[CH:4][C:3]=1[N:9]1[C:13](=[O:14])[NH:12][N:11]=[N:10]1.[C:15](=O)([O-])[O-].[K+].[K+].COS(=O)(=O)OC.O.C(=O)(O)[O-].[Na+]. (4) Given the product [C:24]([C:26]1([C:29]([O:1]/[N:2]=[C:3](\[NH2:23])/[C:4]2[CH:9]=[CH:8][C:7]([O:10][CH3:11])=[C:6]([CH2:12][CH2:13][CH2:14][CH2:15][CH2:16][CH2:17][CH2:18][CH2:19][CH2:20][CH2:21][CH3:22])[CH:5]=2)=[O:30])[CH2:28][CH2:27]1)#[N:25], predict the reactants needed to synthesize it. The reactants are: [OH:1]/[N:2]=[C:3](\[NH2:23])/[C:4]1[CH:9]=[CH:8][C:7]([O:10][CH3:11])=[C:6]([CH2:12][CH2:13][CH2:14][CH2:15][CH2:16][CH2:17][CH2:18][CH2:19][CH2:20][CH2:21][CH3:22])[CH:5]=1.[C:24]([C:26]1([C:29](O)=[O:30])[CH2:28][CH2:27]1)#[N:25]. (5) Given the product [CH2:7]([N:11]([CH2:3][CH2:2][C:1]([O:5][CH3:6])=[O:4])[CH2:3][CH2:2][C:1]([O:5][CH3:6])=[O:4])[CH2:8][CH2:9][CH3:10], predict the reactants needed to synthesize it. The reactants are: [C:1]([O:5][CH3:6])(=[O:4])[CH:2]=[CH2:3].[CH2:7]([NH2:11])[CH2:8][CH2:9][CH3:10]. (6) The reactants are: [CH2:1]([O:5][C:6]([N:8]1[CH2:13][CH2:12][N:11]([C:14](=[O:37])[C@@H:15]([NH:29][C:30]([O:32][C:33]([CH3:36])([CH3:35])[CH3:34])=[O:31])[CH2:16][C:17]2[N:18]=[N:19][N:20](CC3C=CC=CC=3)[CH:21]=2)[CH2:10][CH2:9]1)=[O:7])[CH2:2][CH2:3][CH3:4]. Given the product [CH2:1]([O:5][C:6]([N:8]1[CH2:13][CH2:12][N:11]([C:14](=[O:37])[C@@H:15]([NH:29][C:30]([O:32][C:33]([CH3:36])([CH3:35])[CH3:34])=[O:31])[CH2:16][C:17]2[N:18]=[N:19][NH:20][CH:21]=2)[CH2:10][CH2:9]1)=[O:7])[CH2:2][CH2:3][CH3:4], predict the reactants needed to synthesize it.